This data is from Forward reaction prediction with 1.9M reactions from USPTO patents (1976-2016). The task is: Predict the product of the given reaction. Given the reactants [O:1]=[C:2]1[CH2:6][CH2:5][CH2:4][CH:3]1[C:7]([O:9][CH2:10][CH3:11])=[O:8].C(=O)([O-])[O-].[K+].[K+].[CH2:18](Br)[CH:19]([CH3:21])[CH3:20], predict the reaction product. The product is: [CH2:18]([C:3]1([C:7]([O:9][CH2:10][CH3:11])=[O:8])[CH2:4][CH2:5][CH2:6][C:2]1=[O:1])[CH:19]([CH3:21])[CH3:20].